This data is from Catalyst prediction with 721,799 reactions and 888 catalyst types from USPTO. The task is: Predict which catalyst facilitates the given reaction. (1) Reactant: [Br:1][C:2]1[CH:7]=[CH:6][C:5]([C:8]2[CH2:12][CH:11]([CH2:13][OH:14])[O:10][N:9]=2)=[CH:4][CH:3]=1.C(N(CC)CC)C.[CH3:22][S:23](Cl)(=[O:25])=[O:24].C(=O)(O)[O-].[Na+]. Product: [Br:1][C:2]1[CH:3]=[CH:4][C:5]([C:8]2[CH2:12][CH:11]([CH2:13][O:14][S:23]([CH3:22])(=[O:25])=[O:24])[O:10][N:9]=2)=[CH:6][CH:7]=1. The catalyst class is: 4. (2) Reactant: [O:1]1[C:5]2[C:6]([C:10]([NH2:12])=O)=[CH:7][CH:8]=[CH:9][C:4]=2[CH2:3][CH2:2]1.[BH4-].[Na+].II.CO. Product: [O:1]1[C:5]2[C:6]([CH2:10][NH2:12])=[CH:7][CH:8]=[CH:9][C:4]=2[CH2:3][CH2:2]1. The catalyst class is: 1. (3) Reactant: [N:1]([CH2:4][CH:5]([O:16][CH3:17])[CH2:6][N:7]1[CH:11]=[C:10]([N+:12]([O-:14])=[O:13])[N:9]=[C:8]1[Cl:15])=[N+]=[N-].C1(P(C2C=CC=CC=2)C2C=CC=CC=2)C=CC=CC=1. Product: [Cl:15][C:8]1[N:7]([CH2:6][CH:5]([O:16][CH3:17])[CH2:4][NH2:1])[CH:11]=[C:10]([N+:12]([O-:14])=[O:13])[N:9]=1. The catalyst class is: 2. (4) Product: [C:6]([N:29]1[CH2:30][CH2:31][CH:32]([NH:33][C:34]2[C:41]([F:42])=[CH:40][C:37]([C:38]#[N:39])=[C:36]([NH:43][C:44]3[CH:45]=[N:46][CH:47]=[C:48]([CH3:50])[CH:49]=3)[N:35]=2)[CH:27]([N:18]2[C:19](=[O:26])[C:20]3[C:25](=[CH:24][CH:23]=[CH:22][CH:21]=3)[C:17]2=[O:16])[CH2:28]1)(=[O:8])[CH3:7]. Reactant: C(=O)([O-])O.[Na+].[C:6](Cl)(=[O:8])[CH3:7].C1COCC1.O.[O:16]=[C:17]1[C:25]2[C:20](=[CH:21][CH:22]=[CH:23][CH:24]=2)[C:19](=[O:26])[N:18]1[CH:27]1[CH:32]([NH:33][C:34]2[C:41]([F:42])=[CH:40][C:37]([C:38]#[N:39])=[C:36]([NH:43][C:44]3[CH:45]=[N:46][CH:47]=[C:48]([CH3:50])[CH:49]=3)[N:35]=2)[CH2:31][CH2:30][NH:29][CH2:28]1. The catalyst class is: 13.